This data is from Peptide-MHC class I binding affinity with 185,985 pairs from IEDB/IMGT. The task is: Regression. Given a peptide amino acid sequence and an MHC pseudo amino acid sequence, predict their binding affinity value. This is MHC class I binding data. (1) The peptide sequence is SVNEYHMLK. The MHC is Mamu-B8301 with pseudo-sequence Mamu-B8301. The binding affinity (normalized) is 0.719. (2) The peptide sequence is RGRKPIFRK. The MHC is HLA-A02:03 with pseudo-sequence HLA-A02:03. The binding affinity (normalized) is 0.0847. (3) The peptide sequence is GSFCTQLNR. The MHC is HLA-A03:01 with pseudo-sequence HLA-A03:01. The binding affinity (normalized) is 0.358.